Dataset: Peptide-MHC class I binding affinity with 185,985 pairs from IEDB/IMGT. Task: Regression. Given a peptide amino acid sequence and an MHC pseudo amino acid sequence, predict their binding affinity value. This is MHC class I binding data. (1) The peptide sequence is RVQFIPGQR. The MHC is HLA-A69:01 with pseudo-sequence HLA-A69:01. The binding affinity (normalized) is 0.0847. (2) The peptide sequence is YMREVGAAL. The MHC is HLA-A02:01 with pseudo-sequence HLA-A02:01. The binding affinity (normalized) is 0.820. (3) The peptide sequence is LVYFSTQQNK. The MHC is HLA-A33:01 with pseudo-sequence HLA-A33:01. The binding affinity (normalized) is 0.0106.